This data is from Reaction yield outcomes from USPTO patents with 853,638 reactions. The task is: Predict the reaction yield, written as a fraction of the theoretical maximum amount of product (1.0 means a 100% yield; for example, 0.34 means a 34% yield). The reactants are [C:1]([NH:9][C:10]1[CH:15]=[CH:14][C:13]([C:16]2[CH:24]=[C:23]3[C:19]([CH2:20][N:21]([C@@H:26]([CH:31]([CH3:33])[CH3:32])[C:27]([O:29][CH3:30])=[O:28])[C:22]3=[O:25])=[CH:18][CH:17]=2)=[CH:12][CH:11]=1)(=[O:8])[C:2]1[CH:7]=[CH:6][CH:5]=[CH:4][CH:3]=1.N[C:35]1[CH:40]=[CH:39][C:38]([C:41]2C=C3C(CN([C@@H](C(C)C)C(OC)=O)C3=O)=[CH:43][CH:42]=2)=[CH:37][CH:36]=1.C(C1C=CC(C(Cl)=O)=CC=1)CCCCCCCC. No catalyst specified. The product is [CH3:32][CH:31]([CH3:33])[C@H:26]([N:21]1[CH2:20][C:19]2[C:23](=[CH:24][C:16]([C:13]3[CH:12]=[CH:11][C:10]([NH:9][C:1](=[O:8])[C:2]4[CH:3]=[CH:4][C:5]([CH2:39][CH2:40][CH2:35][CH2:36][CH2:37][CH2:38][CH2:41][CH2:42][CH3:43])=[CH:6][CH:7]=4)=[CH:15][CH:14]=3)=[CH:17][CH:18]=2)[C:22]1=[O:25])[C:27]([O:29][CH3:30])=[O:28]. The yield is 0.760.